This data is from Catalyst prediction with 721,799 reactions and 888 catalyst types from USPTO. The task is: Predict which catalyst facilitates the given reaction. (1) Reactant: [N:1]1[CH:6]=[CH:5][C:4]([CH:7]=O)=[CH:3][CH:2]=1.[OH-:9].[Li+].[CH3:11][CH2:12][O:13][CH2:14][CH3:15]. Product: [N:1]1[CH:2]=[CH:3][C:4](/[CH:7]=[CH:11]/[C:12]([O:13][CH2:14][CH3:15])=[O:9])=[CH:5][CH:6]=1. The catalyst class is: 1. (2) Reactant: Cl[C:2]1[CH:7]=[C:6]([CH2:8][C:9]([O:11][CH3:12])=[O:10])[CH:5]=[CH:4][N:3]=1.[CH3:13][C:14]1[CH:19]=[C:18]([Sn](CCCC)(CCCC)CCCC)[CH:17]=[CH:16][N:15]=1.CN(C=O)C. Product: [CH3:13][C:14]1[CH:19]=[C:18]([C:2]2[CH:7]=[C:6]([CH2:8][C:9]([O:11][CH3:12])=[O:10])[CH:5]=[CH:4][N:3]=2)[CH:17]=[CH:16][N:15]=1. The catalyst class is: 535.